From a dataset of Full USPTO retrosynthesis dataset with 1.9M reactions from patents (1976-2016). Predict the reactants needed to synthesize the given product. (1) Given the product [C:12]([O:11][CH:9]([CH2:8][CH2:7][CH:6]=[C:1]1[CH2:5][CH2:4][CH2:3][CH2:2]1)[CH3:10])(=[O:15])[CH2:13][CH3:14], predict the reactants needed to synthesize it. The reactants are: [C:1]1(=[CH:6][CH2:7][CH2:8][CH:9]([OH:11])[CH3:10])[CH2:5][CH2:4][CH2:3][CH2:2]1.[C:12](O[C:12](=[O:15])[CH2:13][CH3:14])(=[O:15])[CH2:13][CH3:14].CCN(CC)CC. (2) Given the product [OH:25][CH:20]1[CH2:21][CH2:22][CH2:23][CH2:24][CH:19]1[NH:18][C:14](=[O:16])/[CH:13]=[CH:12]/[C:7]1[CH:8]=[CH:9][CH:10]=[CH:11][C:6]=1[S:5][CH2:4][CH2:3][CH:2]([CH3:1])[CH3:17], predict the reactants needed to synthesize it. The reactants are: [CH3:1][CH:2]([CH3:17])[CH2:3][CH2:4][S:5][C:6]1[CH:11]=[CH:10][CH:9]=[CH:8][C:7]=1/[CH:12]=[CH:13]/[C:14]([OH:16])=O.[NH2:18][CH:19]1[CH2:24][CH2:23][CH2:22][CH2:21][CH:20]1[OH:25].